Task: Predict the product of the given reaction.. Dataset: Forward reaction prediction with 1.9M reactions from USPTO patents (1976-2016) (1) Given the reactants [F:1][C:2]1[CH:7]=[CH:6][C:5](I)=[CH:4][CH:3]=1.[NH:9]1[C:17]2[C:12](=[C:13]([CH2:18][N:19]3[CH2:24][CH2:23][CH:22]([C:25]4[CH:26]=[C:27]([NH:31][C:32](=[O:36])[CH:33]([CH3:35])[CH3:34])[CH:28]=[CH:29][CH:30]=4)[CH2:21][CH2:20]3)[CH:14]=[CH:15][CH:16]=2)[CH:11]=[CH:10]1, predict the reaction product. The product is: [F:1][C:2]1[CH:7]=[CH:6][C:5]([N:9]2[C:17]3[C:12](=[C:13]([CH2:18][N:19]4[CH2:24][CH2:23][CH:22]([C:25]5[CH:26]=[C:27]([NH:31][C:32](=[O:36])[CH:33]([CH3:34])[CH3:35])[CH:28]=[CH:29][CH:30]=5)[CH2:21][CH2:20]4)[CH:14]=[CH:15][CH:16]=3)[CH:11]=[CH:10]2)=[CH:4][CH:3]=1. (2) The product is: [Cl:1][C:2]1[CH:3]=[C:4]([N:16]2[CH2:21][CH2:20][O:19][CH2:18][CH2:17]2)[N:5]=[C:6]([C:8]2[CH:9]=[C:10]([OH:14])[CH:11]=[CH:12][CH:13]=2)[N:7]=1. Given the reactants [Cl:1][C:2]1[N:7]=[C:6]([C:8]2[CH:13]=[CH:12][CH:11]=[C:10]([O:14]C)[CH:9]=2)[N:5]=[C:4]([N:16]2[CH2:21][CH2:20][O:19][CH2:18][CH2:17]2)[CH:3]=1.[Al+3].[Cl-].[Cl-].[Cl-], predict the reaction product. (3) Given the reactants CN(C)/[CH:3]=[CH:4]/[C:5]([C:7]1[C:12](=[O:13])[CH:11]=[CH:10][N:9]([C:14]2[CH:19]=[CH:18][C:17]([O:20][C:21]([F:24])([F:23])[F:22])=[CH:16][CH:15]=2)[N:8]=1)=O.[NH:26]([C:28]1[CH:33]=[CH:32][C:31]([S:34]([NH2:37])(=[O:36])=[O:35])=[CH:30][CH:29]=1)[NH2:27], predict the reaction product. The product is: [O:13]=[C:12]1[CH:11]=[CH:10][N:9]([C:14]2[CH:15]=[CH:16][C:17]([O:20][C:21]([F:24])([F:23])[F:22])=[CH:18][CH:19]=2)[N:8]=[C:7]1[C:5]1[N:26]([C:28]2[CH:33]=[CH:32][C:31]([S:34]([NH2:37])(=[O:35])=[O:36])=[CH:30][CH:29]=2)[N:27]=[CH:3][CH:4]=1. (4) Given the reactants [CH2:1]([C:5]1[N:6]=[N:7][C:8]([O:27][CH:28]2[CH2:33][CH2:32][N:31]([CH3:34])[CH2:30][CH2:29]2)=[CH:9][C:10]=1[C:11]1[CH:16]=[CH:15][C:14]([O:17][CH:18]2[CH2:23][CH2:22][CH2:21][CH2:20][CH2:19]2)=[C:13]([N+:24]([O-])=O)[CH:12]=1)[CH2:2][CH2:3][CH3:4].[ClH:35], predict the reaction product. The product is: [ClH:35].[ClH:35].[ClH:35].[CH2:1]([C:5]1[N:6]=[N:7][C:8]([O:27][CH:28]2[CH2:33][CH2:32][N:31]([CH3:34])[CH2:30][CH2:29]2)=[CH:9][C:10]=1[C:11]1[CH:16]=[CH:15][C:14]([O:17][CH:18]2[CH2:23][CH2:22][CH2:21][CH2:20][CH2:19]2)=[C:13]([NH2:24])[CH:12]=1)[CH2:2][CH2:3][CH3:4]. (5) Given the reactants [F:1][C:2]1[CH:7]=[CH:6][CH:5]=[CH:4][C:3]=1[S:8][C:9]1[CH:10]=[N:11][C:12]([N:15]2[CH2:20][CH2:19][N:18](C(OC(C)(C)C)=O)[CH2:17][CH2:16]2)=[N:13][CH:14]=1.[ClH:28], predict the reaction product. The product is: [ClH:28].[F:1][C:2]1[CH:7]=[CH:6][CH:5]=[CH:4][C:3]=1[S:8][C:9]1[CH:10]=[N:11][C:12]([N:15]2[CH2:16][CH2:17][NH:18][CH2:19][CH2:20]2)=[N:13][CH:14]=1. (6) Given the reactants [CH3:1][O:2][C:3]([C@H:5]1[CH2:10][CH2:9][C@H:8]([CH2:11][NH2:12])[CH2:7][CH2:6]1)=[O:4].C([O-])([O-])=O.[K+].[K+].[C:19]12[C:25](=[CH:26][CH:27]=[CH:28][CH:29]=1)[NH:24]C(=O)O[C:20]2=[O:21], predict the reaction product. The product is: [CH3:1][O:2][C:3]([C@H:5]1[CH2:10][CH2:9][C@H:8]([CH2:11][NH:12][C:20](=[O:21])[C:19]2[CH:29]=[CH:28][CH:27]=[CH:26][C:25]=2[NH2:24])[CH2:7][CH2:6]1)=[O:4].